From a dataset of Reaction yield outcomes from USPTO patents with 853,638 reactions. Predict the reaction yield, written as a fraction of the theoretical maximum amount of product (1.0 means a 100% yield; for example, 0.34 means a 34% yield). (1) The reactants are [OH-].[Na+].[F:3][CH2:4][C:5]1[O:9][N:8]=[C:7]([C:10]([O:12]CC)=[O:11])[CH:6]=1. The catalyst is C(O)C. The product is [F:3][CH2:4][C:5]1[O:9][N:8]=[C:7]([C:10]([OH:12])=[O:11])[CH:6]=1. The yield is 0.630. (2) The reactants are [Cl:1][C:2]1[N:3]=[C:4]([Cl:20])[C:5]2[C:10](I)=[CH:9][N:8]([CH2:12][O:13][CH2:14][CH2:15][Si:16]([CH3:19])([CH3:18])[CH3:17])[C:6]=2[N:7]=1.[N:21]1[CH:26]=[CH:25][C:24](B(O)O)=[CH:23][CH:22]=1.O.O.O.P([O-])([O-])([O-])=O.[K+].[K+].[K+].O1CCOCC1. The catalyst is O. The product is [Cl:1][C:2]1[N:3]=[C:4]([Cl:20])[C:5]2[C:10]([C:24]3[CH:25]=[CH:26][N:21]=[CH:22][CH:23]=3)=[CH:9][N:8]([CH2:12][O:13][CH2:14][CH2:15][Si:16]([CH3:19])([CH3:18])[CH3:17])[C:6]=2[N:7]=1. The yield is 0.400. (3) The reactants are CNC(N1CCC2[C:11]([N:15]3[CH2:20][CH2:19]OC[CH2:16]3)=[N:10]C(C3C=CC([N+]([O-])=O)=CC=3)=NC=2C1)=S.[N+:30]([C:33]1[CH:38]=[CH:37][C:36]([C:39]2[N:40]=[C:41]([N:49]3[CH2:54][CH2:53][O:52][CH2:51][CH2:50]3)[C:42]3[CH2:48][CH2:47][NH:46][CH2:45][C:43]=3[N:44]=2)=[CH:35][CH:34]=1)([O-])=O.N(C)=[C:56]=S.[CH3:59][N:60]([CH:62]=[O:63])C. The catalyst is O. The product is [CH2:59]([NH:60][C:62]([NH:30][C:33]1[CH:38]=[CH:37][C:36]([C:39]2[N:40]=[C:41]([N:49]3[CH2:54][CH2:53][O:52][CH2:51][CH2:50]3)[C:42]3[CH2:48][CH2:47][N:46]([C:11]4[N:15]([CH3:16])[CH:20]=[CH:19][N:10]=4)[CH2:45][C:43]=3[N:44]=2)=[CH:35][CH:34]=1)=[O:63])[CH3:56]. The yield is 0.750. (4) The reactants are FC(F)(F)C(O)=O.[C:8]1([C:14]2[CH:19]=[C:18]([CH:20]3[CH2:25][CH2:24][NH:23][CH2:22][CH2:21]3)[CH:17]=[CH:16][C:15]=2[NH:26][C:27]([C:29]2[N:30]([CH2:36][O:37][CH2:38][CH2:39][Si:40]([CH3:43])([CH3:42])[CH3:41])[CH:31]=[C:32]([C:34]#[N:35])[N:33]=2)=[O:28])[CH2:13][CH2:12][CH2:11][CH2:10][CH:9]=1.CCN(C(C)C)C(C)C.ClC(Cl)(O[C:57](=[O:63])OC(Cl)(Cl)Cl)Cl.[NH2:65][CH2:66][CH2:67][OH:68]. The catalyst is C(Cl)Cl.C1COCC1.CCOC(C)=O. The product is [OH:68][CH2:67][CH2:66][NH:65][C:57]([N:23]1[CH2:24][CH2:25][CH:20]([C:18]2[CH:17]=[CH:16][C:15]([NH:26][C:27]([C:29]3[N:30]([CH2:36][O:37][CH2:38][CH2:39][Si:40]([CH3:43])([CH3:42])[CH3:41])[CH:31]=[C:32]([C:34]#[N:35])[N:33]=3)=[O:28])=[C:14]([C:8]3[CH2:13][CH2:12][CH2:11][CH2:10][CH:9]=3)[CH:19]=2)[CH2:21][CH2:22]1)=[O:63]. The yield is 0.830. (5) The reactants are [O:1]1[CH:5]=[C:4]([C:6]2[CH:13]=[CH:12][C:9]([C:10]#[N:11])=[CH:8][CH:7]=2)[N:3]=[CH:2]1.C[Si]([N-][Si](C)(C)C)(C)C.[Na+].[I:24]I.C(=O)(O)[O-].[Na+].S([O-])([O-])=O.[Na+].[Na+]. The catalyst is O1CCCC1. The product is [I:24][C:2]1[O:1][CH:5]=[C:4]([C:6]2[CH:7]=[CH:8][C:9]([C:10]#[N:11])=[CH:12][CH:13]=2)[N:3]=1. The yield is 0.690. (6) The reactants are [CH3:1][C:2]([N+:14]([O-:16])=[O:15])([CH3:13])[CH2:3][CH2:4][CH:5]=[C:6]1[NH:10][C:9](=[O:11])[NH:8][C:7]1=[O:12].[OH-].[Na+].[H][H]. The catalyst is [C].[Pd].CO. The product is [CH3:13][C:2]([N+:14]([O-:16])=[O:15])([CH3:1])[CH2:3][CH2:4][CH2:5][CH:6]1[NH:10][C:9](=[O:11])[NH:8][C:7]1=[O:12]. The yield is 0.729. (7) The reactants are O1CCCCC1[N:7]1[C:15]2[C:10](=[CH:11][C:12]([C:16]3[N:20]=[CH:19][N:18](C(C4C=CC=CC=4)(C4C=CC=CC=4)C4C=CC=CC=4)[N:17]=3)=[CH:13][CH:14]=2)[C:9]([C:40]2[CH:45]=[CH:44][C:43]([NH2:46])=[CH:42][CH:41]=2)=[N:8]1.[C:47](Cl)(=O)[C:48]1C=CC=[CH:50][CH:49]=1.C(N(CC)CC)C.[O:63]1[CH2:67][CH2:66][CH2:65][CH2:64]1. No catalyst specified. The product is [NH:18]1[CH:19]=[N:20][C:16]([C:12]2[CH:11]=[C:10]3[C:15](=[CH:14][CH:13]=2)[NH:7][N:8]=[C:9]3[C:40]2[CH:45]=[CH:44][C:43]([NH:46][C:67](=[O:63])[CH2:66][C:65]3[CH:50]=[CH:49][CH:48]=[CH:47][CH:64]=3)=[CH:42][CH:41]=2)=[N:17]1. The yield is 0.0500. (8) The reactants are [Cl:1][C:2]1[CH:3]=[CH:4][C:5]([O:15][CH2:16][C:17]2[C:22]([F:23])=[CH:21][CH:20]=[CH:19][C:18]=2[F:24])=[C:6]([C:8](=O)[CH2:9][CH2:10][C:11](=O)[CH3:12])[CH:7]=1.[NH2:25][C:26]1[CH:27]=[C:28]([CH:32]=[C:33]([NH:35][C:36](=[O:38])[CH3:37])[CH:34]=1)[C:29]([OH:31])=[O:30].CC1C=CC(S(O)(=O)=O)=CC=1. The catalyst is C(#N)C.C(Cl)Cl. The product is [Cl:1][C:2]1[CH:3]=[CH:4][C:5]([O:15][CH2:16][C:17]2[C:22]([F:23])=[CH:21][CH:20]=[CH:19][C:18]=2[F:24])=[C:6]([C:8]2[N:25]([C:26]3[CH:27]=[C:28]([CH:32]=[C:33]([NH:35][C:36](=[O:38])[CH3:37])[CH:34]=3)[C:29]([OH:31])=[O:30])[C:11]([CH3:12])=[CH:10][CH:9]=2)[CH:7]=1. The yield is 0.220. (9) The reactants are [OH:1][C:2]1[CH:3]=[C:4]([CH:13]=[CH:14][CH:15]=1)[C:5]([C:7]1[CH:12]=[CH:11][CH:10]=[CH:9][CH:8]=1)=O.[CH:16]([NH2:18])=[O:17]. The catalyst is O. The product is [OH:1][C:2]1[CH:3]=[C:4]([CH:5]([C:7]2[CH:12]=[CH:11][CH:10]=[CH:9][CH:8]=2)[NH:18][CH:16]=[O:17])[CH:13]=[CH:14][CH:15]=1. The yield is 1.18. (10) The reactants are O[CH2:2][C:3]1[CH:8]=[CH:7][C:6]([C:9]2[CH:13]=[C:12]([CH2:14][CH:15]([CH3:17])[CH3:16])[S:11][C:10]=2[S:18]([NH:21][C:22]([CH3:25])([CH3:24])[CH3:23])(=[O:20])=[O:19])=[CH:5][CH:4]=1.C1C=CC(P(C2C=CC=CC=2)C2C=CC=CC=2)=CC=1.C(Br)(Br)(Br)[Br:46]. The catalyst is CN(C=O)C.C(OCC)(=O)C. The product is [Br:46][CH2:2][C:3]1[CH:8]=[CH:7][C:6]([C:9]2[CH:13]=[C:12]([CH2:14][CH:15]([CH3:17])[CH3:16])[S:11][C:10]=2[S:18]([NH:21][C:22]([CH3:25])([CH3:24])[CH3:23])(=[O:20])=[O:19])=[CH:5][CH:4]=1. The yield is 0.760.